This data is from Reaction yield outcomes from USPTO patents with 853,638 reactions. The task is: Predict the reaction yield, written as a fraction of the theoretical maximum amount of product (1.0 means a 100% yield; for example, 0.34 means a 34% yield). (1) The reactants are [N+:1]([C:4]1[C:8]2=[N:9][CH:10]=[CH:11][CH:12]=[C:7]2[NH:6][CH:5]=1)([O-])=O. The catalyst is [Pd].CO. The product is [NH2:1][C:4]1[C:8]2=[N:9][CH:10]=[CH:11][CH:12]=[C:7]2[NH:6][CH:5]=1. The yield is 0.460. (2) The reactants are [C:1]([O:5][C:6](=[O:19])[C:7]1[CH:15]=[CH:14][C:10]([C:11]([OH:13])=O)=[CH:9][C:8]=1[N+:16]([O-:18])=[O:17])([CH3:4])([CH3:3])[CH3:2].O[N:21]1[C:25]2C=[CH:27][CH:28]=[CH:29][C:24]=2N=N1.CCN=C=NCCCN(C)C.N1CCCCC1. The catalyst is C(Cl)Cl. The product is [C:1]([O:5][C:6](=[O:19])[C:7]1[CH:15]=[CH:14][C:10]([C:11]([N:21]2[CH2:27][CH2:28][CH2:29][CH2:24][CH2:25]2)=[O:13])=[CH:9][C:8]=1[N+:16]([O-:18])=[O:17])([CH3:2])([CH3:3])[CH3:4]. The yield is 1.00. (3) The reactants are S(=O)(=O)(O)O.N[C:7]1[CH:8]=[CH:9][C:10]([CH3:15])=[C:11]([CH:14]=1)[C:12]#[N:13].N([O-])=[O:17].[Na+].NC(N)=O.S([O-])([O-])(=O)=O.[Na+].[Na+]. The catalyst is O. The product is [OH:17][C:7]1[CH:8]=[CH:9][C:10]([CH3:15])=[C:11]([CH:14]=1)[C:12]#[N:13]. The yield is 0.520. (4) The reactants are Cl[C:2]([O:4][CH3:5])=[O:3].[I:6][C:7]1[C:15]2[C:10](=[N:11][CH:12]=[C:13]([NH2:16])[CH:14]=2)[N:9]([CH3:17])[N:8]=1.N1C=CC=CC=1. The catalyst is ClCCl. The product is [CH3:5][O:4][C:2](=[O:3])[NH:16][C:13]1[CH:14]=[C:15]2[C:7]([I:6])=[N:8][N:9]([CH3:17])[C:10]2=[N:11][CH:12]=1. The yield is 0.590. (5) The reactants are Cl[C:2]1[C:3]2[N:10]([CH3:11])[CH:9]=[CH:8][C:4]=2[N:5]=[CH:6][N:7]=1.[F:12][C:13]1[CH:14]=[C:15]([OH:22])[CH:16]=[CH:17][C:18]=1[N+:19]([O-:21])=[O:20]. The catalyst is CC1C=CC=CC=1C. The product is [F:12][C:13]1[CH:14]=[C:15]([CH:16]=[CH:17][C:18]=1[N+:19]([O-:21])=[O:20])[O:22][C:2]1[C:3]2[N:10]([CH3:11])[CH:9]=[CH:8][C:4]=2[N:5]=[CH:6][N:7]=1. The yield is 0.770. (6) The reactants are [CH3:1][N:2]([CH3:16])[CH2:3][CH2:4][O:5][C:6]1[CH:13]=[CH:12][C:9]([C:10]#[N:11])=[C:8](SC)[CH:7]=1.[CH:17]1C=C(Cl)C=C(C(OO)=O)C=1.[S:28]([O-:31])([O-])=[O:29].[Na+].[Na+].C(=O)([O-])[O-].[Na+].[Na+]. The catalyst is C(Cl)Cl.O. The product is [CH3:1][N:2]([CH3:16])[CH2:3][CH2:4][O:5][C:6]1[CH:13]=[CH:12][C:9]([C:10]#[N:11])=[C:8]([S:28]([CH3:17])(=[O:31])=[O:29])[CH:7]=1. The yield is 0.470. (7) The reactants are [Br:1][C:2]1[C:3]([O:11][C:12]2[CH:17]=[CH:16][C:15]([F:18])=[CH:14][C:13]=2[F:19])=[N:4][CH:5]=[C:6]([CH:10]=1)[C:7](O)=[O:8].CO. The catalyst is O1CCCC1. The product is [Br:1][C:2]1[CH:10]=[C:6]([CH2:7][OH:8])[CH:5]=[N:4][C:3]=1[O:11][C:12]1[CH:17]=[CH:16][C:15]([F:18])=[CH:14][C:13]=1[F:19]. The yield is 0.760.